Dataset: Forward reaction prediction with 1.9M reactions from USPTO patents (1976-2016). Task: Predict the product of the given reaction. (1) Given the reactants [CH:1]1([NH:4][C:5]([NH:7][C:8]2[CH:13]=[CH:12][C:11]([C:14]3[N:15]=[C:16]([N:23]4[CH2:28][CH2:27][O:26][CH2:25][C@@H:24]4[CH3:29])[C:17]4[CH2:22][NH:21][CH2:20][C:18]=4[N:19]=3)=[CH:10][CH:9]=2)=[O:6])[CH2:3][CH2:2]1.C(N(CC)CC)C.CN(C=O)C.[O:42]1[CH2:47][CH2:46][CH:45]([C:48](Cl)=[O:49])[CH2:44][CH2:43]1, predict the reaction product. The product is: [CH:1]1([NH:4][C:5]([NH:7][C:8]2[CH:9]=[CH:10][C:11]([C:14]3[N:15]=[C:16]([N:23]4[CH2:28][CH2:27][O:26][CH2:25][C@@H:24]4[CH3:29])[C:17]4[CH2:22][N:21]([C:48]([CH:45]5[CH2:46][CH2:47][O:42][CH2:43][CH2:44]5)=[O:49])[CH2:20][C:18]=4[N:19]=3)=[CH:12][CH:13]=2)=[O:6])[CH2:2][CH2:3]1. (2) Given the reactants [F:1][C:2]1[CH:3]=[CH:4][C:5]([C:12]2[C:17]([CH3:18])=[CH:16][C:15]([I:19])=[CH:14][C:13]=2[CH3:20])=[C:6]2[C:10]=1[C@@H:9]([OH:11])[CH2:8][CH2:7]2.O[C:22]1[CH:35]=[CH:34][C:25]2[C@H:26]([CH2:29][C:30]([O:32][CH3:33])=[O:31])[CH2:27][O:28][C:24]=2[CH:23]=1, predict the reaction product. The product is: [F:1][C:2]1[CH:3]=[CH:4][C:5]([C:12]2[C:13]([CH3:20])=[CH:14][C:15]([I:19])=[CH:16][C:17]=2[CH3:18])=[C:6]2[C:10]=1[C@H:9]([O:11][C:22]1[CH:35]=[CH:34][C:25]3[C@H:26]([CH2:29][C:30]([O:32][CH3:33])=[O:31])[CH2:27][O:28][C:24]=3[CH:23]=1)[CH2:8][CH2:7]2. (3) Given the reactants OC[C:3]1[CH:7]=[CH:6][S:5][C:4]=1[CH2:8][CH2:9]O.C(N(C(C)C)CC)(C)C.S(Cl)([Cl:23])(=O)=O.Cl[CH2:26][Cl:27], predict the reaction product. The product is: [Cl:23][CH2:9][CH2:8][C:4]1[S:5][CH:6]=[CH:7][C:3]=1[CH2:26][Cl:27]. (4) Given the reactants [F:1][CH:2]([F:37])[O:3][C:4]1[CH:9]=[CH:8][C:7]([C:10]2[CH:11]=[N:12][C:13]([NH:16][C:17]3[CH:18]=[CH:19][C:20]([CH3:36])=[C:21]([CH:35]=3)[CH2:22][CH2:23][N:24]3[CH2:29][CH2:28][CH:27]([C:30]([O:32]CC)=[O:31])[CH2:26][CH2:25]3)=[N:14][CH:15]=2)=[CH:6][CH:5]=1.C1COCC1.[OH-].[Li+].Cl, predict the reaction product. The product is: [F:37][CH:2]([F:1])[O:3][C:4]1[CH:9]=[CH:8][C:7]([C:10]2[CH:11]=[N:12][C:13]([NH:16][C:17]3[CH:18]=[CH:19][C:20]([CH3:36])=[C:21]([CH:35]=3)[CH2:22][CH2:23][N:24]3[CH2:29][CH2:28][CH:27]([C:30]([OH:32])=[O:31])[CH2:26][CH2:25]3)=[N:14][CH:15]=2)=[CH:6][CH:5]=1. (5) Given the reactants [CH2:1]([O:8][C:9]([N:11]1[CH2:15][CH2:14][CH2:13][C@H:12]1[C:16](=[O:33])[NH:17][C:18]1[CH:23]=[CH:22][CH:21]=[C:20](B2OC(C)(C)C(C)(C)O2)[CH:19]=1)=[O:10])[C:2]1[CH:7]=[CH:6][CH:5]=[CH:4][CH:3]=1.Br[C:35]1[CH:43]=[CH:42][C:38]2[N:39]=[CH:40][S:41][C:37]=2[CH:36]=1.CN(C=O)C, predict the reaction product. The product is: [CH2:1]([O:8][C:9]([N:11]1[CH2:15][CH2:14][CH2:13][C@H:12]1[C:16](=[O:33])[NH:17][C:18]1[CH:23]=[CH:22][CH:21]=[C:20]([C:35]2[CH:43]=[CH:42][C:38]3[N:39]=[CH:40][S:41][C:37]=3[CH:36]=2)[CH:19]=1)=[O:10])[C:2]1[CH:7]=[CH:6][CH:5]=[CH:4][CH:3]=1. (6) Given the reactants [F:1][C:2]1[C:7](B([C:7]2[C:2]([F:1])=[C:3]([F:34])[C:4]([F:33])=[C:5]([F:32])[C:6]=2[F:31])[C:7]2[C:2]([F:1])=[C:3]([F:34])[C:4]([F:33])=[C:5]([F:32])[C:6]=2[F:31])=[C:6]([F:31])[C:5]([F:32])=[C:4]([F:33])[C:3]=1[F:34], predict the reaction product. The product is: [CH:7]1[C:2]([F:1])=[C:3]([F:34])[C:4]([F:33])=[C:5]([F:32])[C:6]=1[F:31].